Dataset: Full USPTO retrosynthesis dataset with 1.9M reactions from patents (1976-2016). Task: Predict the reactants needed to synthesize the given product. (1) The reactants are: [CH3:1][C:2]1[C:6]2[CH:7]=[CH:8][C:9]([C:11]([F:14])([F:13])[F:12])=[CH:10][C:5]=2[O:4][C:3]=1[CH:15]([CH2:19][CH2:20][CH2:21][CH3:22])[CH2:16][CH2:17]O.C1(P(C2C=CC=CC=2)C2C=CC=CC=2)C=CC=CC=1.C(Br)(Br)(Br)[Br:43]. Given the product [Br:43][CH2:17][CH2:16][CH:15]([C:3]1[O:4][C:5]2[CH:10]=[C:9]([C:11]([F:14])([F:13])[F:12])[CH:8]=[CH:7][C:6]=2[C:2]=1[CH3:1])[CH2:19][CH2:20][CH2:21][CH3:22], predict the reactants needed to synthesize it. (2) Given the product [Cl:1][C:2]1[C:3](=[O:29])[N:4]([CH2:19][C:20]2[CH:21]=[C:22]3[C:26](=[CH:27][CH:28]=2)[N:25]([C:37](=[O:38])[C:34]([OH:33])([CH3:36])[CH3:35])[CH2:24][CH2:23]3)[C:5]([CH3:18])=[CH:6][C:7]=1[O:8][CH2:9][C:10]1[CH:15]=[CH:14][C:13]([F:16])=[CH:12][C:11]=1[F:17], predict the reactants needed to synthesize it. The reactants are: [Cl:1][C:2]1[C:3](=[O:29])[N:4]([CH2:19][C:20]2[CH:21]=[C:22]3[C:26](=[CH:27][CH:28]=2)[NH:25][CH2:24][CH2:23]3)[C:5]([CH3:18])=[CH:6][C:7]=1[O:8][CH2:9][C:10]1[CH:15]=[CH:14][C:13]([F:16])=[CH:12][C:11]=1[F:17].C([O:33][C:34]([C:37](Cl)=[O:38])([CH3:36])[CH3:35])(=O)C.C(N(CC)CC)C.[OH-].[Na+].